This data is from Forward reaction prediction with 1.9M reactions from USPTO patents (1976-2016). The task is: Predict the product of the given reaction. (1) Given the reactants [CH:1]1([Mg]Br)[CH2:3][CH2:2]1.[C:6]([C:14](=[CH:20][CH3:21])[C:15]([O:17][CH2:18][CH3:19])=[O:16])(=[O:13])[C:7]1[CH:12]=[CH:11][CH:10]=[CH:9][CH:8]=1, predict the reaction product. The product is: [C:6]([CH:14]([CH:20]([CH:1]1[CH2:3][CH2:2]1)[CH3:21])[C:15]([O:17][CH2:18][CH3:19])=[O:16])(=[O:13])[C:7]1[CH:12]=[CH:11][CH:10]=[CH:9][CH:8]=1. (2) Given the reactants [CH:1]([N:3]1[CH2:7][CH2:6][CH2:5][C:4]1=O)=C.[H-].[K+].C(OCC)(=O)[C:12]1[CH:17]=[CH:16][CH:15]=[N:14][CH:13]=1.Cl.[BH4-].[Na+].C=O.[OH-].[Na+], predict the reaction product. The product is: [N:14]1[CH:15]=[C:16]([CH:4]2[CH2:5][CH2:6][CH2:7][N:3]2[CH3:1])[CH:17]=[CH:12][CH:13]=1. (3) The product is: [N+:12]([C:10]1[CH:11]=[C:2]2[C:3]([C:4](=[O:5])[NH:16][NH:17]2)=[CH:8][CH:9]=1)([O-:14])=[O:13]. Given the reactants F[C:2]1[CH:11]=[C:10]([N+:12]([O-:14])=[O:13])[CH:9]=[CH:8][C:3]=1[C:4](OC)=[O:5].O.[NH2:16][NH2:17], predict the reaction product.